Task: Predict the product of the given reaction.. Dataset: Forward reaction prediction with 1.9M reactions from USPTO patents (1976-2016) (1) Given the reactants [C:1]([N:9]1[CH2:14][CH2:13][NH:12][CH2:11][CH2:10]1)(=[O:8])[C:2]1[CH:7]=[CH:6][CH:5]=[CH:4][CH:3]=1.C(=O)([O-])[O-].[K+].[K+].Cl[CH2:22][C:23](=[O:25])[CH3:24], predict the reaction product. The product is: [C:1]([N:9]1[CH2:14][CH2:13][N:12]([CH2:22][C:23](=[O:25])[CH3:24])[CH2:11][CH2:10]1)(=[O:8])[C:2]1[CH:7]=[CH:6][CH:5]=[CH:4][CH:3]=1. (2) Given the reactants I[C:2]1[N:3]=[C:4]([C:7]([CH3:10])([CH3:9])[CH3:8])[NH:5][CH:6]=1.[C:11]([O:15][C:16]([CH3:19])([CH3:18])[CH3:17])(=[O:14])[CH:12]=[CH2:13].C1(P(C2C=CC=CC=2)C2C=CC=CC=2)C=CC=CC=1.C(=O)([O-])[O-].[K+].[K+], predict the reaction product. The product is: [C:16]([O:15][C:11](=[O:14])[CH:12]=[CH:13][C:2]1[N:3]=[C:4]([C:7]([CH3:10])([CH3:9])[CH3:8])[NH:5][CH:6]=1)([CH3:19])([CH3:18])[CH3:17]. (3) Given the reactants FC(F)(F)C(O[C:6](=[O:11])[C:7](F)(F)F)=O.[Br:14][C:15]1C(C)=[N+:17]([O-])[CH:18]=[C:19]([F:22])[C:20]=1[CH3:21], predict the reaction product. The product is: [Br:14][C:15]1[C:7]([CH2:6][OH:11])=[N:17][CH:18]=[C:19]([F:22])[C:20]=1[CH3:21]. (4) The product is: [CH3:33][N:34]([CH2:35][C:36]([N:4]1[CH2:3][CH2:2][N:1]([C:7]2[CH:12]=[CH:11][N:10]3[N:13]=[C:14]([C:26]4[CH:27]=[CH:28][CH:29]=[CH:30][CH:31]=4)[C:15]([C:16]4[CH:17]=[CH:18][C:19](=[O:25])[N:20]([CH:22]([CH3:24])[CH3:23])[N:21]=4)=[C:9]3[CH:8]=2)[CH2:6][CH2:5]1)=[O:37])[CH3:39]. Given the reactants [N:1]1([C:7]2[CH:12]=[CH:11][N:10]3[N:13]=[C:14]([C:26]4[CH:31]=[CH:30][CH:29]=[CH:28][CH:27]=4)[C:15]([C:16]4[CH:17]=[CH:18][C:19](=[O:25])[N:20]([CH:22]([CH3:24])[CH3:23])[N:21]=4)=[C:9]3[CH:8]=2)[CH2:6][CH2:5][NH:4][CH2:3][CH2:2]1.Cl.[CH3:33][N:34]([CH3:39])[CH2:35][C:36](O)=[O:37].C(N(CC)C(C)C)(C)C.ON1C2C=CC=CC=2N=N1.Cl.C(N=C=NCCCN(C)C)C, predict the reaction product. (5) Given the reactants N#N.[CH3:3][C:4]1[O:5][C:6]([C:12]2[CH:17]=[CH:16][CH:15]=[C:14]([O:18][C:19]([F:22])([F:21])[F:20])[CH:13]=2)=[C:7]([C:9]([OH:11])=O)[N:8]=1.C1C=CC2N(O)N=NC=2C=1.C(Cl)CCl.[C:37]([Si:41]([CH3:58])([CH3:57])[O:42][CH:43]([C:45]1[O:46][C:47]([CH2:50][N:51]2[N:55]=[C:54]([NH2:56])[CH:53]=[N:52]2)=[CH:48][N:49]=1)[CH3:44])([CH3:40])([CH3:39])[CH3:38], predict the reaction product. The product is: [C:37]([Si:41]([CH3:58])([CH3:57])[O:42][CH:43]([C:45]1[O:46][C:47]([CH2:50][N:51]2[N:55]=[C:54]([NH:56][C:9]([C:7]3[N:8]=[C:4]([CH3:3])[O:5][C:6]=3[C:12]3[CH:17]=[CH:16][CH:15]=[C:14]([O:18][C:19]([F:22])([F:21])[F:20])[CH:13]=3)=[O:11])[CH:53]=[N:52]2)=[CH:48][N:49]=1)[CH3:44])([CH3:40])([CH3:39])[CH3:38]. (6) Given the reactants [Cl:1][C:2]1[C:7]([Cl:8])=[CH:6][CH:5]=[CH:4][C:3]=1[S:9]([N:12]([C:22]1[C:27]([O:28][CH3:29])=[N:26][C:25](Cl)=[CH:24][N:23]=1)COCCO[Si](C)(C)C)(=[O:11])=[O:10].[C:31]([NH2:35])(=[O:34])[CH2:32][OH:33].[H-].[Na+], predict the reaction product. The product is: [Cl:1][C:2]1[C:7]([Cl:8])=[CH:6][CH:5]=[CH:4][C:3]=1[S:9]([NH:12][C:22]1[N:23]=[CH:24][C:25]([NH:35][C:31](=[O:34])[CH2:32][OH:33])=[N:26][C:27]=1[O:28][CH3:29])(=[O:10])=[O:11]. (7) Given the reactants [C:1]1([CH3:37])[C:2]([NH:7][C:8]2[O:9][C:10]([C:18]3[CH:23]=[CH:22][C:21]([N:24]4[CH2:29][CH2:28][N:27]([C:30]([O:32][C:33]([CH3:36])([CH3:35])[CH3:34])=[O:31])[CH2:26][CH2:25]4)=[CH:20][CH:19]=3)=[C:11]([C:13]([O:15]CC)=[O:14])[N:12]=2)=[CH:3][CH:4]=[CH:5][CH:6]=1.[OH-].C[Sn+](C)C, predict the reaction product. The product is: [C:1]1([CH3:37])[C:2]([NH:7][C:8]2[O:9][C:10]([C:18]3[CH:19]=[CH:20][C:21]([N:24]4[CH2:29][CH2:28][N:27]([C:30]([O:32][C:33]([CH3:35])([CH3:34])[CH3:36])=[O:31])[CH2:26][CH2:25]4)=[CH:22][CH:23]=3)=[C:11]([C:13]([OH:15])=[O:14])[N:12]=2)=[CH:3][CH:4]=[CH:5][CH:6]=1. (8) Given the reactants [C:1]([O:7][C:8]1[CH:12]=[C:11]([C:13]2[CH:18]=[CH:17][C:16]([O:19][CH2:20][CH2:21][C:22]3[CH:27]=[CH:26][CH:25]=[C:24]([N+:28]([O-])=O)[CH:23]=3)=[CH:15][CH:14]=2)[O:10][N:9]=1)(=[O:6])[C:2]([CH3:5])([CH3:4])[CH3:3], predict the reaction product. The product is: [C:1]([O:7][C:8]1[CH:12]=[C:11]([C:13]2[CH:14]=[CH:15][C:16]([O:19][CH2:20][CH2:21][C:22]3[CH:27]=[CH:26][CH:25]=[C:24]([NH2:28])[CH:23]=3)=[CH:17][CH:18]=2)[O:10][N:9]=1)(=[O:6])[C:2]([CH3:5])([CH3:4])[CH3:3]. (9) The product is: [Cl:33][C:29]1[CH:28]=[C:27]([C:25]2[O:24][N:23]=[C:22]([CH:20]([CH3:21])[CH2:12][C:11]3[N:7]([CH3:6])[C:8]([C:13]4[CH:18]=[CH:17][N:16]=[CH:15][CH:14]=4)=[N:9][N:10]=3)[N:26]=2)[CH:32]=[CH:31][CH:30]=1. Given the reactants [Li]CCCC.[CH3:6][N:7]1[C:11]([CH3:12])=[N:10][N:9]=[C:8]1[C:13]1[CH:18]=[CH:17][N:16]=[CH:15][CH:14]=1.Br[CH:20]([C:22]1[N:26]=[C:25]([C:27]2[CH:32]=[CH:31][CH:30]=[C:29]([Cl:33])[CH:28]=2)[O:24][N:23]=1)[CH3:21], predict the reaction product.